Task: Predict the reactants needed to synthesize the given product.. Dataset: Full USPTO retrosynthesis dataset with 1.9M reactions from patents (1976-2016) (1) Given the product [C:1]1([C:13]2[C:14](=[O:28])[NH:15][CH2:16][C:17]=2[C:18]2[C:26]3[C:21](=[CH:22][CH:23]=[CH:24][CH:25]=3)[NH:20][CH:19]=2)[C:11]2=[C:12]3[C:7](=[CH:8][CH:9]=[CH:10]2)[CH2:6][CH2:5][CH2:4][N:3]3[CH:2]=1, predict the reactants needed to synthesize it. The reactants are: [C:1]1([C:13]2[C:14](=[O:28])[NH:15][C:16](=S)[C:17]=2[C:18]2[C:26]3[C:21](=[CH:22][CH:23]=[CH:24][CH:25]=3)[NH:20][CH:19]=2)[C:11]2=[C:12]3[C:7](=[CH:8][CH:9]=[CH:10]2)[CH2:6][CH2:5][CH2:4][N:3]3[CH:2]=1. (2) Given the product [CH3:21][O:10][C:9](=[O:11])[C:8]1[CH:12]=[CH:13][CH:14]=[CH:15][C:7]=1[N:1]1[CH2:2][CH2:3][NH:4][CH2:5][CH2:6]1, predict the reactants needed to synthesize it. The reactants are: [N:1]1([C:7]2[CH:15]=[CH:14][CH:13]=[CH:12][C:8]=2[C:9]([OH:11])=[O:10])[CH2:6][CH2:5][NH:4][CH2:3][CH2:2]1.OS(O)(=O)=O.[CH3:21]O. (3) The reactants are: BrC1C(N2CCN(C(NC3C=CC=CC=3)=O)CC2)=C2N=C(C3C=CC(N(C)C)=CC=3)NC2=NC=1.[NH2:35][C:36]1[C:41]([N+:42]([O-])=O)=[C:40]([N:45]2[CH2:50][CH2:49][N:48]([CH2:51][C:52]([NH:54][C:55]3[S:56][CH:57]=[CH:58][N:59]=3)=[O:53])[CH2:47][CH2:46]2)[C:39]([Br:60])=[CH:38][N:37]=1.[O-]S(S([O-])=O)=O.[Na+].[Na+].[CH:69]([CH:71]1[CH2:73][CH:72]1[C:74]([O:76][CH2:77][CH3:78])=[O:75])=O. Given the product [Br:60][C:39]1[C:40]([N:45]2[CH2:50][CH2:49][N:48]([CH2:51][C:52](=[O:53])[NH:54][C:55]3[S:56][CH:57]=[CH:58][N:59]=3)[CH2:47][CH2:46]2)=[C:41]2[N:42]=[C:69]([CH:71]3[CH2:73][CH:72]3[C:74]([O:76][CH2:77][CH3:78])=[O:75])[NH:35][C:36]2=[N:37][CH:38]=1, predict the reactants needed to synthesize it. (4) The reactants are: Br[C:2]1[CH:7]=[CH:6][C:5]([N:8]2[C:12]([CH2:13][C@@H:14]3[CH2:18][CH2:17][N:16]([C:19]([CH:21]4[CH2:23][CH2:22]4)=[O:20])[CH2:15]3)=[N:11][NH:10][C:9]2=[O:24])=[C:4]([F:25])[CH:3]=1.CC1(C)C(C)(C)OB([C:34]2[CH:35]=[CH:36][C:37]3[O:41][CH:40]=[CH:39][C:38]=3[CH:42]=2)O1.C(=O)([O-])[O-].[K+].[K+]. Given the product [O:41]1[C:37]2[CH:36]=[CH:35][C:34]([C:2]3[CH:7]=[CH:6][C:5]([N:8]4[C:12]([CH2:13][C@@H:14]5[CH2:18][CH2:17][N:16]([C:19]([CH:21]6[CH2:23][CH2:22]6)=[O:20])[CH2:15]5)=[N:11][NH:10][C:9]4=[O:24])=[C:4]([F:25])[CH:3]=3)=[CH:42][C:38]=2[CH:39]=[CH:40]1, predict the reactants needed to synthesize it. (5) Given the product [C:1]([C@@:8]([NH2:21])([CH2:19][O:20][CH3:29])[C:9]([NH:11][CH2:12][C:13]1[CH:14]=[CH:15][CH:16]=[CH:17][CH:18]=1)=[O:10])([O:3][C:4]([CH3:7])([CH3:6])[CH3:5])=[O:2], predict the reactants needed to synthesize it. The reactants are: [C:1]([C@@:8]([NH2:21])([CH2:19][OH:20])[C:9]([NH:11][CH2:12][C:13]1[CH:18]=[CH:17][CH:16]=[CH:15][CH:14]=1)=[O:10])([O:3][C:4]([CH3:7])([CH3:6])[CH3:5])=[O:2].[OH-].[Na+].O.S(OC)(O[CH3:29])(=O)=O. (6) The reactants are: [F:1][C:2]([F:34])([F:33])[C:3]1[CH:8]=[CH:7][CH:6]=[CH:5][C:4]=1[CH:9]1[CH2:14][CH2:13][N:12]([C:15]([C:17]2[C:21]3[CH2:22][N:23](C(OC(C)(C)C)=O)[CH2:24][CH2:25][C:20]=3[NH:19][N:18]=2)=[O:16])[CH2:11][CH2:10]1.Cl. Given the product [NH:19]1[C:20]2[CH2:25][CH2:24][NH:23][CH2:22][C:21]=2[C:17]([C:15]([N:12]2[CH2:13][CH2:14][CH:9]([C:4]3[CH:5]=[CH:6][CH:7]=[CH:8][C:3]=3[C:2]([F:33])([F:1])[F:34])[CH2:10][CH2:11]2)=[O:16])=[N:18]1, predict the reactants needed to synthesize it.